The task is: Predict the reactants needed to synthesize the given product.. This data is from Full USPTO retrosynthesis dataset with 1.9M reactions from patents (1976-2016). (1) The reactants are: [CH3:1][C:2]1[N:7]=[CH:6][C:5]([O:8][CH2:9][CH2:10][CH2:11][S:12][C:13]2[C:22]3[C:17](=[CH:18][C:19]([C:23]([F:26])([F:25])[F:24])=[CH:20][CH:21]=3)[N:16]=[CH:15][CH:14]=2)=[CH:4][CH:3]=1.[ClH:27].O=P12OP3(OP(OP(O3)(O1)=O)(=O)O2)=O. Given the product [ClH:27].[ClH:27].[CH3:1][C:2]1[N:7]=[CH:6][C:5]([O:8][CH2:9][CH2:10][CH2:11][S:12][C:13]2[C:22]3[C:17](=[CH:18][C:19]([C:23]([F:26])([F:25])[F:24])=[CH:20][CH:21]=3)[N:16]=[CH:15][CH:14]=2)=[CH:4][CH:3]=1, predict the reactants needed to synthesize it. (2) Given the product [CH3:1][S:2]([C:5]1[CH:50]=[CH:49][CH:48]=[CH:47][C:6]=1[CH2:7][NH:8][C:9](=[O:46])[CH:10]([NH:20][C:21]1[CH:22]=[C:23]2[C:28](=[CH:29][CH:30]=1)[C:27]([N:31]([C:39]([O:41][C:42]([CH3:45])([CH3:44])[CH3:43])=[O:40])[C:32]([O:34][C:35]([CH3:37])([CH3:38])[CH3:36])=[O:33])=[N:26][CH:25]=[CH:24]2)[C:11]1[CH:16]=[CH:15][CH:14]=[C:13]([CH:17]([CH3:19])[CH3:18])[CH:12]=1)(=[O:4])=[O:3], predict the reactants needed to synthesize it. The reactants are: [CH3:1][S:2]([C:5]1[CH:50]=[CH:49][CH:48]=[CH:47][C:6]=1[CH2:7][NH:8][C:9](=[O:46])[CH:10]([NH:20][C:21]1[CH:22]=[C:23]2[C:28](=[CH:29][CH:30]=1)[C:27]([N:31]([C:39]([O:41][C:42]([CH3:45])([CH3:44])[CH3:43])=[O:40])[C:32]([O:34][C:35]([CH3:38])([CH3:37])[CH3:36])=[O:33])=[N:26][CH:25]=[CH:24]2)[C:11]1[CH:16]=[CH:15][CH:14]=[C:13]([C:17]([CH3:19])=[CH2:18])[CH:12]=1)(=[O:4])=[O:3]. (3) Given the product [Cl:1][C:2]1[C:7]([C:8]([Cl:17])=[O:9])=[C:6]([O:11][CH3:12])[N:5]=[C:4]([S:13][CH3:14])[N:3]=1, predict the reactants needed to synthesize it. The reactants are: [Cl:1][C:2]1[C:7]([C:8](O)=[O:9])=[C:6]([O:11][CH3:12])[N:5]=[C:4]([S:13][CH3:14])[N:3]=1.S(Cl)([Cl:17])=O.